This data is from Catalyst prediction with 721,799 reactions and 888 catalyst types from USPTO. The task is: Predict which catalyst facilitates the given reaction. (1) Reactant: [CH2:1]([O:3][C:4]([C:6]1[C:10]2[CH2:11][NH:12][CH2:13][CH2:14][C:9]=2[NH:8][N:7]=1)=[O:5])[CH3:2].[Cl:15][C:16]1[CH:21]=[CH:20][CH:19]=[C:18]([N:22]=[C:23]=[O:24])[CH:17]=1. Product: [Cl:15][C:16]1[CH:17]=[C:18]([NH:22][C:23]([N:12]2[CH2:13][CH2:14][C:9]3[NH:8][N:7]=[C:6]([C:4]([O:3][CH2:1][CH3:2])=[O:5])[C:10]=3[CH2:11]2)=[O:24])[CH:19]=[CH:20][CH:21]=1. The catalyst class is: 2. (2) Reactant: [F:1][C:2]1[CH:3]=[C:4]([CH:20]=[CH:21][C:22]=1[NH:23][C:24]([NH:26][C:27]1[CH:32]=[C:31]([CH3:33])[CH:30]=[CH:29][C:28]=1[F:34])=[O:25])[O:5][C:6]1[CH:11]=[CH:10][N:9]=[C:8]([C:12]2[NH:16][CH:15]=[C:14]([C:17]([OH:19])=[O:18])[CH:13]=2)[CH:7]=1.Cl.CN(C)CCCN=C=NCC.O[CH2:48][CH2:49][CH2:50][N:51]1[CH2:56][CH2:55][O:54][CH2:53][CH2:52]1. Product: [F:1][C:2]1[CH:3]=[C:4]([CH:20]=[CH:21][C:22]=1[NH:23][C:24]([NH:26][C:27]1[CH:32]=[C:31]([CH3:33])[CH:30]=[CH:29][C:28]=1[F:34])=[O:25])[O:5][C:6]1[CH:11]=[CH:10][N:9]=[C:8]([C:12]2[NH:16][CH:15]=[C:14]([C:17]([O:19][CH2:48][CH2:49][CH2:50][N:51]3[CH2:56][CH2:55][O:54][CH2:53][CH2:52]3)=[O:18])[CH:13]=2)[CH:7]=1. The catalyst class is: 453. (3) Reactant: [CH:1]1([C:4]2[C:15]3[O:14][C:11]4([CH2:13][CH2:12]4)[CH2:10][C:9]([CH3:17])(C)[C:8]=3[CH:7]=[C:6]([C:18]#[CH:19])[CH:5]=2)[CH2:3][CH2:2]1.[CH2:20]([O:22][C:23](=[O:34])/[C:24](/[CH3:33])=[CH:25]/[C:26]1[CH:31]=[CH:30][C:29](I)=[CH:28][CH:27]=1)[CH3:21].[CH2:35](N(CC)CC)C. Product: [CH2:20]([O:22][C:23](=[O:34])/[C:24](/[CH3:33])=[CH:25]/[C:26]1[CH:31]=[CH:30][C:29]([C:19]#[C:18][C:6]2[CH:5]=[C:4]([CH:1]3[CH2:3][CH2:2]3)[C:15]3[O:14][C:11]4([CH2:12][CH2:13]4)[C:10]([CH3:35])=[C:9]([CH3:17])[C:8]=3[CH:7]=2)=[CH:28][CH:27]=1)[CH3:21]. The catalyst class is: 724. (4) Reactant: [C:1]1(=O)[CH2:6][CH2:5][CH2:4][CH2:3][CH2:2]1.[C:8]([CH2:10][C:11]([O:13][CH2:14][CH3:15])=[O:12])#[N:9].C([O-])(=O)C.[NH4+].C(O)(=O)C. Product: [C:8]([C:10](=[C:1]1[CH2:6][CH2:5][CH2:4][CH2:3][CH2:2]1)[C:11]([O:13][CH2:14][CH3:15])=[O:12])#[N:9]. The catalyst class is: 11. (5) Reactant: Cl[C:2]1[C:7]([N+:8]([O-:10])=[O:9])=[CH:6][CH:5]=[C:4]([Cl:11])[N:3]=1.[CH2:12]([O:14][C:15](=[O:25])[CH2:16][C@@H:17]([NH2:24])[C:18]1[CH:23]=[CH:22][CH:21]=[CH:20][CH:19]=1)[CH3:13].CCN(C(C)C)C(C)C.O. Product: [CH2:12]([O:14][C:15](=[O:25])[CH2:16][C@@H:17]([NH:24][C:2]1[C:7]([N+:8]([O-:10])=[O:9])=[CH:6][CH:5]=[C:4]([Cl:11])[N:3]=1)[C:18]1[CH:19]=[CH:20][CH:21]=[CH:22][CH:23]=1)[CH3:13]. The catalyst class is: 31. (6) Reactant: [F:1][C:2]([F:14])([F:13])[CH2:3][N:4]1[CH2:9][CH2:8][CH:7]([CH2:10][CH2:11][OH:12])[CH2:6][CH2:5]1.[H-].[Na+].[Br:17][C:18]1[CH:23]=[CH:22][CH:21]=[CH:20][C:19]=1[CH2:24]Br.O. Product: [Br:17][C:18]1[CH:23]=[CH:22][CH:21]=[CH:20][C:19]=1[CH2:24][O:12][CH2:11][CH2:10][CH:7]1[CH2:8][CH2:9][N:4]([CH2:3][C:2]([F:1])([F:13])[F:14])[CH2:5][CH2:6]1. The catalyst class is: 7.